From a dataset of Catalyst prediction with 721,799 reactions and 888 catalyst types from USPTO. Predict which catalyst facilitates the given reaction. (1) Reactant: [CH3:1][N:2]1[C:6]([C:7](=[O:24])[NH:8][C:9]2[CH:14]=[CH:13][N:12]3[N:15]=[C:16]([C:18]4[CH:23]=[CH:22][CH:21]=[CH:20][CH:19]=4)[N:17]=[C:11]3[CH:10]=2)=[C:5]([C:25](O)=[O:26])[CH:4]=[N:3]1.Cl.Cl.[N:30]12[CH2:37][CH:34]([CH2:35][CH2:36]1)[NH:33][CH2:32][CH2:31]2.CCCP(=O)=O.C(N(CC)C(C)C)(C)C. Product: [C:18]1([C:16]2[N:17]=[C:11]3[CH:10]=[C:9]([NH:8][C:7]([C:6]4[N:2]([CH3:1])[N:3]=[CH:4][C:5]=4[C:25]([N:33]4[CH:34]5[CH2:37][N:30]([CH2:36][CH2:35]5)[CH2:31][CH2:32]4)=[O:26])=[O:24])[CH:14]=[CH:13][N:12]3[N:15]=2)[CH:23]=[CH:22][CH:21]=[CH:20][CH:19]=1. The catalyst class is: 7. (2) Reactant: Br[C:2]1[CH:7]=[CH:6][C:5]([CH2:8][O:9][CH2:10][CH2:11][CH2:12][CH3:13])=[CH:4][CH:3]=1.C([Li])CCC.CN(C)[CH:21]=[O:22]. Product: [CH2:10]([O:9][CH2:8][C:5]1[CH:6]=[CH:7][C:2]([CH:21]=[O:22])=[CH:3][CH:4]=1)[CH2:11][CH2:12][CH3:13]. The catalyst class is: 7. (3) Reactant: [NH2:1][C:2]1[CH:3]=[C:4]([C@H:21]2[CH2:23][C@H:22]2[C:24]([O:26][CH2:27][CH3:28])=[O:25])[CH:5]=[CH:6][C:7]=1[N:8]([CH:15]1[CH2:20][CH2:19][CH2:18][CH2:17][CH2:16]1)[CH2:9][CH2:10][C:11]([F:14])([F:13])[F:12].[C:29]([C:31]1[CH:36]=[CH:35][C:34]([CH2:37][C:38](O)=[O:39])=[CH:33][CH:32]=1)#[N:30].C(Cl)CCl.O.ON1C2C=CC=CC=2N=N1.CCN(C(C)C)C(C)C. Product: [C:29]([C:31]1[CH:36]=[CH:35][C:34]([CH2:37][C:38]([NH:1][C:2]2[CH:3]=[C:4]([C@H:21]3[CH2:23][C@H:22]3[C:24]([O:26][CH2:27][CH3:28])=[O:25])[CH:5]=[CH:6][C:7]=2[N:8]([CH:15]2[CH2:20][CH2:19][CH2:18][CH2:17][CH2:16]2)[CH2:9][CH2:10][C:11]([F:12])([F:13])[F:14])=[O:39])=[CH:33][CH:32]=1)#[N:30]. The catalyst class is: 3.